This data is from Full USPTO retrosynthesis dataset with 1.9M reactions from patents (1976-2016). The task is: Predict the reactants needed to synthesize the given product. (1) Given the product [NH2:9][C:8]1[C:5]2=[N:6][CH:7]=[C:2]([Br:1])[CH:3]=[C:4]2[S:22][C:21]=1[C:20]([O:19][CH3:18])=[O:23], predict the reactants needed to synthesize it. The reactants are: [Br:1][C:2]1[CH:3]=[C:4]([N+]([O-])=O)[C:5]([C:8]#[N:9])=[N:6][CH:7]=1.CN(C=O)C.[CH3:18][O:19][C:20](=[O:23])[CH2:21][SH:22].[OH-].[K+]. (2) Given the product [CH:23]1([C:21]([N:18]2[CH2:19][CH2:20][C@@H:16]([CH2:15][N:9]3[C:8]([C:5]4[CH:6]=[CH:7][C:2]([C:32]5[CH:33]=[C:34]6[C:29]([CH:28]=[CH:27][NH:26]6)=[CH:30][CH:31]=5)=[CH:3][CH:4]=4)=[N:12][N:11]([CH3:13])[C:10]3=[O:14])[CH2:17]2)=[O:22])[CH2:25][CH2:24]1, predict the reactants needed to synthesize it. The reactants are: Br[C:2]1[CH:7]=[CH:6][C:5]([C:8]2[N:9]([CH2:15][C@@H:16]3[CH2:20][CH2:19][N:18]([C:21]([CH:23]4[CH2:25][CH2:24]4)=[O:22])[CH2:17]3)[C:10](=[O:14])[N:11]([CH3:13])[N:12]=2)=[CH:4][CH:3]=1.[NH:26]1[C:34]2[C:29](=[CH:30][CH:31]=[C:32](B(O)O)[CH:33]=2)[CH:28]=[CH:27]1.[O-]P([O-])([O-])=O.[K+].[K+].[K+]. (3) The reactants are: O.C(=O)([O-])[O-].[K+].[K+].I[C:9]1[CH:18]=[CH:17][CH:16]=[CH:15][C:10]=1[C:11]([O:13][CH3:14])=[O:12].[C:19]([C:21]1[CH:26]=[CH:25][C:24](B(O)O)=[CH:23][CH:22]=1)#[N:20]. Given the product [C:19]([C:21]1[CH:26]=[CH:25][C:24]([C:9]2[C:10]([C:11]([O:13][CH3:14])=[O:12])=[CH:15][CH:16]=[CH:17][CH:18]=2)=[CH:23][CH:22]=1)#[N:20], predict the reactants needed to synthesize it.